This data is from Forward reaction prediction with 1.9M reactions from USPTO patents (1976-2016). The task is: Predict the product of the given reaction. (1) Given the reactants [CH3:1][N:2]1[CH:6]=[CH:5][C:4]([S:7]([N:10]2[CH2:15][CH2:14][CH2:13][C@@H:12]([NH:16][C:17]3[N:22]=[C:21]([C:23]4[N:30]5[C:26]([O:27][CH:28]=[CH:29]5)=[N:25][C:24]=4[C:31]4[CH:32]=[C:33]([OH:37])[CH:34]=[CH:35][CH:36]=4)[CH:20]=[CH:19][N:18]=3)[CH2:11]2)(=[O:9])=[O:8])=[N:3]1.[H-].[Na+].[P:40]([O:52][CH2:53]Cl)([O:47][C:48]([CH3:51])([CH3:50])[CH3:49])([O:42][C:43]([CH3:46])([CH3:45])[CH3:44])=[O:41], predict the reaction product. The product is: [P:40]([O:52][CH2:53][O:37][C:33]1[CH:34]=[CH:35][CH:36]=[C:31]([C:24]2[N:25]=[C:26]3[N:30]([C:23]=2[C:21]2[CH:20]=[CH:19][N:18]=[C:17]([NH:16][C@@H:12]4[CH2:13][CH2:14][CH2:15][N:10]([S:7]([C:4]5[CH:5]=[CH:6][N:2]([CH3:1])[N:3]=5)(=[O:9])=[O:8])[CH2:11]4)[N:22]=2)[CH:29]=[CH:28][O:27]3)[CH:32]=1)([O:42][C:43]([CH3:46])([CH3:45])[CH3:44])([O:47][C:48]([CH3:49])([CH3:50])[CH3:51])=[O:41]. (2) The product is: [CH:1]1([CH2:7][C:8]2[N:12]([C:13]3[CH:18]=[C:17]([C:19]4([CH3:22])[CH2:20][CH2:21]4)[CH:16]=[C:15]([C:23]([OH:26])([CH3:25])[CH3:24])[CH:14]=3)[C:11]([CH3:27])=[C:10]([C:28]([NH:43][C@H:41]3[CH2:42][C@H:39]([C:37]([OH:38])=[O:36])[CH2:40]3)=[O:29])[C:9]=2[CH3:33])[CH2:2][CH2:3][CH2:4][CH2:5][CH2:6]1. Given the reactants [CH:1]1([CH2:7][C:8]2[N:12]([C:13]3[CH:18]=[C:17]([C:19]4([CH3:22])[CH2:21][CH2:20]4)[CH:16]=[C:15]([C:23]([OH:26])([CH3:25])[CH3:24])[CH:14]=3)[C:11]([CH3:27])=[C:10]([C:28](OCC)=[O:29])[C:9]=2[CH3:33])[CH2:6][CH2:5][CH2:4][CH2:3][CH2:2]1.Cl.C[O:36][C:37]([C@H:39]1[CH2:42][C@H:41]([NH2:43])[CH2:40]1)=[O:38], predict the reaction product. (3) Given the reactants [CH2:1]([S:8][C:9]1[CH:10]=[CH:11][C:12]([NH:17][C:18]2[C:23]([O:24][CH3:25])=[CH:22][C:21]([C:26]3[CH:31]=[CH:30][C:29]([Cl:32])=[C:28]([CH3:33])[CH:27]=3)=[C:20]([F:34])[CH:19]=2)=[C:13]([CH:16]=1)[CH:14]=O)[C:2]1[CH:7]=[CH:6][CH:5]=[CH:4][CH:3]=1.CO.C[O-].[Na+].C[O:41][CH2:42][C:43]([O:45][CH3:46])=O, predict the reaction product. The product is: [CH2:1]([S:8][C:9]1[CH:16]=[C:13]2[C:12](=[CH:11][CH:10]=1)[N:17]([C:18]1[C:23]([O:24][CH3:25])=[CH:22][C:21]([C:26]3[CH:31]=[CH:30][C:29]([Cl:32])=[C:28]([CH3:33])[CH:27]=3)=[C:20]([F:34])[CH:19]=1)[C:42](=[O:41])[C:43]([O:45][CH3:46])=[CH:14]2)[C:2]1[CH:7]=[CH:6][CH:5]=[CH:4][CH:3]=1. (4) Given the reactants [CH:1]12[CH2:6][CH:5]1[CH2:4][N:3]([CH2:7][C:8]#[C:9][CH2:10][N:11]1C(=O)C3=CC=CC=C3C1=O)[CH2:2]2.O.NN.Cl, predict the reaction product. The product is: [NH2:11][CH2:10][C:9]#[C:8][CH2:7][N:3]1[CH2:2][CH:1]2[CH:5]([CH2:6]2)[CH2:4]1. (5) Given the reactants [CH2:1]([O:8][C:9]1[C:10]([Br:22])=[C:11]([CH:16]([OH:21])[C:17]([O:19][CH3:20])=[O:18])[C:12]([CH3:15])=[CH:13][CH:14]=1)[C:2]1[CH:7]=[CH:6][CH:5]=[CH:4][CH:3]=1.S(=O)(=O)(O)O, predict the reaction product. The product is: [CH2:1]([O:8][C:9]1[C:10]([Br:22])=[C:11]([CH:16]([O:21][C:2]([CH3:7])([CH3:3])[CH3:1])[C:17]([O:19][CH3:20])=[O:18])[C:12]([CH3:15])=[CH:13][CH:14]=1)[C:2]1[CH:3]=[CH:4][CH:5]=[CH:6][CH:7]=1. (6) Given the reactants [CH3:1][C:2](=[CH2:25])[C:3]([O:5][CH2:6][CH2:7][CH2:8][CH2:9][CH2:10][CH2:11][CH2:12][CH2:13][CH2:14][O:15][C:16]1[CH:24]=[CH:23][C:19]([C:20]([O-:22])=[O:21])=[CH:18][CH:17]=1)=[O:4].S(Cl)(Cl)=O.O[C:31]1[CH:42]=[CH:41][C:34]([CH:35]=[CH:36][C:37]([O:39][CH3:40])=[O:38])=[CH:33][C:32]=1[O:43][CH3:44].C(N(CC)CC)C, predict the reaction product. The product is: [CH3:25][C:2](=[CH2:1])[C:3]([O:5][CH2:6][CH2:7][CH2:8][CH2:9][CH2:10][CH2:11][CH2:12][CH2:13][CH2:14][O:15][C:16]1[CH:17]=[CH:18][C:19]([C:20]([O:22][C:31]2[CH:42]=[CH:41][C:34](/[CH:35]=[CH:36]/[C:37]([O:39][CH3:40])=[O:38])=[CH:33][C:32]=2[O:43][CH3:44])=[O:21])=[CH:23][CH:24]=1)=[O:4]. (7) Given the reactants C(OC(N1CCN(C2C(=O)N(CC(C)C)N=C(C3C=CC(C)=C(F)C=3)C=2C)CC1)=O)(C)(C)C.[CH:34]1([CH2:37][N:38]2[C:43](=[O:44])[C:42]([CH2:45][CH2:46][CH2:47]OS(C)(=O)=O)=[CH:41][C:40]([C:53]3[CH:58]=[CH:57][C:56]([O:59][CH3:60])=[C:55]([F:61])[CH:54]=3)=[N:39]2)[CH2:36][CH2:35]1.[NH:62]([CH2:66][CH2:67][OH:68])[CH2:63][CH2:64][OH:65], predict the reaction product. The product is: [OH:65][CH2:64][CH2:63][N:62]([CH2:47][CH2:46][CH2:45][C:42]1[C:43](=[O:44])[N:38]([CH2:37][CH:34]2[CH2:35][CH2:36]2)[N:39]=[C:40]([C:53]2[CH:58]=[CH:57][C:56]([O:59][CH3:60])=[C:55]([F:61])[CH:54]=2)[CH:41]=1)[CH2:66][CH2:67][OH:68]. (8) Given the reactants [C:1]([C:4]1[CH:5]=[CH:6][C:7]([NH2:10])=[N:8][CH:9]=1)([CH3:3])=[CH2:2], predict the reaction product. The product is: [CH:1]([C:4]1[CH:5]=[CH:6][C:7]([NH2:10])=[N:8][CH:9]=1)([CH3:3])[CH3:2]. (9) Given the reactants [NH2:1][C:2]1[CH:7]=[C:6]([CH3:8])[CH:5]=[CH:4][C:3]=1[OH:9].[Br:10][C:11]1[CH:12]=[CH:13][C:14]([OH:20])=[C:15]([CH:19]=1)[C:16](Cl)=O, predict the reaction product. The product is: [Br:10][C:11]1[CH:12]=[CH:13][C:14]([OH:20])=[C:15]([C:16]2[O:9][C:3]3[CH:4]=[CH:5][C:6]([CH3:8])=[CH:7][C:2]=3[N:1]=2)[CH:19]=1. (10) The product is: [CH3:6][N:7]([C@H:9]([C:14]1[CH:20]=[CH:21][CH:11]=[CH:12][CH:13]=1)[CH2:30][CH2:29][O:28][C:25]1[CH:26]=[CH:2][CH:3]=[C:4]2[CH:5]=[CH:5][CH:4]=[CH:3][C:2]=12)[CH3:8]. Given the reactants O1[CH2:5][CH2:4][CH2:3][CH2:2]1.[CH3:6][N:7]([C:9]1[CH:14]=[CH:13][CH:12]=[CH:11]N=1)[CH3:8].C(N([CH2:20][CH3:21])CC)C.CNC.[C:25]([O:28][CH2:29][CH3:30])(=O)[CH3:26], predict the reaction product.